From a dataset of Catalyst prediction with 721,799 reactions and 888 catalyst types from USPTO. Predict which catalyst facilitates the given reaction. (1) Reactant: [C:1]([O:7][CH2:8][CH3:9])(=[O:6])[CH2:2][C:3]([CH3:5])=O.[CH:10](=O)[C:11]1[CH:16]=[CH:15][CH:14]=[CH:13][CH:12]=1.[NH4+:18].[OH-:19]. Product: [CH3:5][C:3]1[NH:18][C:3]([CH3:5])=[C:2]([C:1]([O:7][CH2:8][CH3:9])=[O:19])[CH:10]([C:11]2[CH:16]=[CH:15][CH:14]=[CH:13][CH:12]=2)[C:2]=1[C:1]([O:7][CH2:8][CH3:9])=[O:6]. The catalyst class is: 271. (2) Reactant: Cl[C:2]1[CH:7]=[C:6]([Cl:8])[N:5]=[C:4]([S:9][CH2:10][C:11]2[CH:16]=[CH:15][CH:14]=[C:13]([F:17])[C:12]=2[F:18])[N:3]=1.[CH2:19]([OH:23])[CH2:20][CH2:21][OH:22].[H-].[Na+]. The catalyst class is: 1. Product: [Cl:8][C:6]1[N:5]=[C:4]([S:9][CH2:10][C:11]2[CH:16]=[CH:15][CH:14]=[C:13]([F:17])[C:12]=2[F:18])[N:3]=[C:2]([O:22][CH2:21][CH2:20][CH2:19][OH:23])[CH:7]=1. (3) Reactant: [Si]([O:8][C@H:9]([CH3:32])[CH2:10][N:11]([C:22]1[CH:27]=[CH:26][C:25]([O:28][CH3:29])=[C:24]([C:30]#[N:31])[CH:23]=1)[C:12]([C:14]1[C:15]([Cl:21])=[N:16][CH:17]=[N:18][C:19]=1[Cl:20])=[O:13])(C(C)(C)C)(C)C. Product: [Cl:20][C:19]1[C:14]([C:12]([N:11]([C:22]2[CH:27]=[CH:26][C:25]([O:28][CH3:29])=[C:24]([C:30]#[N:31])[CH:23]=2)[CH2:10][C@H:9]([OH:8])[CH3:32])=[O:13])=[C:15]([Cl:21])[N:16]=[CH:17][N:18]=1. The catalyst class is: 89. (4) Reactant: C(OC([C@H:8]1[NH:13][C:12]([CH3:18])([C:14]([NH:16][NH2:17])=[O:15])[CH2:11][C:10](=[O:19])[N:9]1[CH3:20])=O)(C)(C)C.CC[N:23](CC)CC.[C:28]([C:30]1[CH:31]=[C:32]([CH:36]=[CH:37][CH:38]=1)[C:33](Cl)=O)#[N:29].S(Cl)(C1C=CC(C)=CC=1)(=O)=O. Product: [NH:23]=[C:8]1[NH:13][C@@:12]([C:14]2[O:15][C:33]([C:32]3[CH:31]=[C:30]([CH:38]=[CH:37][CH:36]=3)[C:28]#[N:29])=[N:17][N:16]=2)([CH3:18])[CH2:11][C:10](=[O:19])[N:9]1[CH3:20]. The catalyst class is: 64. (5) Reactant: [NH2:1][CH2:2][C@H:3]1[C@H:11]2[N:6]([C:7]3[CH:15]=[CH:14][C:13]([N:16]4[CH:20]=[CH:19][O:18][C:17]4=[O:21])=[CH:12][C:8]=3[O:9][CH2:10]2)[C:5](=[O:22])[O:4]1.[Cl:23][C:24]1[S:28][C:27]([C:29](O)=[O:30])=[CH:26][CH:25]=1.CN(C(ON1N=NC2C=CC=NC1=2)=[N+](C)C)C.F[P-](F)(F)(F)(F)F.CCN(CC)CC. Product: [Cl:23][C:24]1[S:28][C:27]([C:29]([NH:1][CH2:2][C@H:3]2[C@H:11]3[N:6]([C:7]4[CH:15]=[CH:14][C:13]([N:16]5[CH:20]=[CH:19][O:18][C:17]5=[O:21])=[CH:12][C:8]=4[O:9][CH2:10]3)[C:5](=[O:22])[O:4]2)=[O:30])=[CH:26][CH:25]=1. The catalyst class is: 85.